Dataset: Reaction yield outcomes from USPTO patents with 853,638 reactions. Task: Predict the reaction yield, written as a fraction of the theoretical maximum amount of product (1.0 means a 100% yield; for example, 0.34 means a 34% yield). The reactants are [NH:1]1[C:9]2[C:4](=[CH:5][CH:6]=[C:7]([CH:10]=[O:11])[CH:8]=2)[CH:3]=[N:2]1.[CH3:12][Mg]Br. The catalyst is C1COCC1. The product is [NH:1]1[C:9]2[C:4](=[CH:5][CH:6]=[C:7]([CH:10]([OH:11])[CH3:12])[CH:8]=2)[CH:3]=[N:2]1. The yield is 0.600.